Task: Predict the reaction yield, written as a fraction of the theoretical maximum amount of product (1.0 means a 100% yield; for example, 0.34 means a 34% yield).. Dataset: Reaction yield outcomes from USPTO patents with 853,638 reactions The reactants are C[O:2][C:3](=[O:26])[CH:4]([NH:16][C:17]1[CH:22]=[CH:21][C:20]([C:23](=[NH:25])[NH2:24])=[CH:19][CH:18]=1)[C:5]1[CH:10]=[C:9]([O:11][CH3:12])[C:8]([O:13][CH3:14])=[CH:7][C:6]=1[F:15].[OH-].[Na+].[ClH:29].C(OCC)C. The catalyst is CO.O1CCCC1. The product is [ClH:29].[C:23]([C:20]1[CH:19]=[CH:18][C:17]([NH:16][CH:4]([C:5]2[CH:10]=[C:9]([O:11][CH3:12])[C:8]([O:13][CH3:14])=[CH:7][C:6]=2[F:15])[C:3]([OH:26])=[O:2])=[CH:22][CH:21]=1)(=[NH:24])[NH2:25]. The yield is 0.110.